This data is from Forward reaction prediction with 1.9M reactions from USPTO patents (1976-2016). The task is: Predict the product of the given reaction. (1) Given the reactants [Br:1][C:2]1[CH:7]=[CH:6][C:5]([OH:8])=[C:4]([C:9]([F:12])([F:11])[F:10])[CH:3]=1.O[CH2:14][CH2:15][CH:16]1[CH2:19][N:18]([C:20]([O:22][C:23]([CH3:26])([CH3:25])[CH3:24])=[O:21])[CH2:17]1.C1(P(C2C=CC=CC=2)C2C=CC=CC=2)C=CC=CC=1.CC(OC(/N=N/C(OC(C)C)=O)=O)C, predict the reaction product. The product is: [Br:1][C:2]1[CH:7]=[CH:6][C:5]([O:8][CH2:14][CH2:15][CH:16]2[CH2:19][N:18]([C:20]([O:22][C:23]([CH3:24])([CH3:26])[CH3:25])=[O:21])[CH2:17]2)=[C:4]([C:9]([F:10])([F:11])[F:12])[CH:3]=1. (2) Given the reactants Br[C:2]1[C:3]([O:23][CH3:24])=[C:4]([CH:10]([N:12]2[C:16]3=[N:17][CH:18]=[N:19][C:20]([NH2:21])=[C:15]3[C:14]([CH3:22])=[N:13]2)[CH3:11])[CH:5]=[C:6]([Cl:9])[C:7]=1[CH3:8].CC1(C)C(C)(C)OB([C:33]2[CH:38]=[CH:37][N:36]=[C:35]([C:39]#[N:40])[CH:34]=2)O1.C(=O)([O-])[O-].[Na+].[Na+].ClCCl, predict the reaction product. The product is: [NH2:21][C:20]1[N:19]=[CH:18][N:17]=[C:16]2[N:12]([CH:10]([C:4]3[C:3]([O:23][CH3:24])=[C:2]([C:33]4[CH:38]=[CH:37][N:36]=[C:35]([C:39]#[N:40])[CH:34]=4)[C:7]([CH3:8])=[C:6]([Cl:9])[CH:5]=3)[CH3:11])[N:13]=[C:14]([CH3:22])[C:15]=12.